Predict the product of the given reaction. From a dataset of Forward reaction prediction with 1.9M reactions from USPTO patents (1976-2016). Given the reactants C(=O)([O-])[O-].[NH4+:5].[NH4+].[OH:7][C:8]1[CH:9]=[C:10]([C:17]([OH:19])=O)[C:11](=[CH:15][CH:16]=1)[C:12](O)=[O:13], predict the reaction product. The product is: [OH:7][C:8]1[CH:9]=[C:10]2[C:11](=[CH:15][CH:16]=1)[C:12](=[O:13])[NH:5][C:17]2=[O:19].